This data is from Forward reaction prediction with 1.9M reactions from USPTO patents (1976-2016). The task is: Predict the product of the given reaction. Given the reactants [C:1]([C:3]1[C:4]([N:22]2[CH2:27][CH2:26][CH:25]([C:28]([OH:30])=O)[CH2:24][CH2:23]2)=[N:5][C:6]([CH2:15][N:16]2[CH2:20][CH2:19][CH2:18][C:17]2=[O:21])=[C:7]([C:9]([O:11][CH:12]([CH3:14])[CH3:13])=[O:10])[CH:8]=1)#[N:2].[F:31][C:32]1[CH:37]=[C:36]([F:38])[CH:35]=[CH:34][C:33]=1[CH2:39][S:40]([NH2:43])(=[O:42])=[O:41], predict the reaction product. The product is: [C:1]([C:3]1[C:4]([N:22]2[CH2:23][CH2:24][CH:25]([C:28](=[O:30])[NH:43][S:40]([CH2:39][C:33]3[CH:34]=[CH:35][C:36]([F:38])=[CH:37][C:32]=3[F:31])(=[O:41])=[O:42])[CH2:26][CH2:27]2)=[N:5][C:6]([CH2:15][N:16]2[CH2:20][CH2:19][CH2:18][C:17]2=[O:21])=[C:7]([CH:8]=1)[C:9]([O:11][CH:12]([CH3:13])[CH3:14])=[O:10])#[N:2].